This data is from Catalyst prediction with 721,799 reactions and 888 catalyst types from USPTO. The task is: Predict which catalyst facilitates the given reaction. (1) Reactant: Cl[C:2]1[N:9]=[C:8]([CH3:10])[CH:7]=[CH:6][C:3]=1[C:4]#[N:5].[OH:11][C:12]1[C:13]([O:20][CH3:21])=[C:14]([CH:17]=[CH:18][CH:19]=1)[CH:15]=[O:16].[F-].[K+].[OH-].[Na+]. Product: [CH:15]([C:14]1[C:13]([O:20][CH3:21])=[C:12]([CH:19]=[CH:18][CH:17]=1)[O:11][C:2]1[N:9]=[C:8]([CH3:10])[CH:7]=[CH:6][C:3]=1[C:4]#[N:5])=[O:16]. The catalyst class is: 3. (2) Reactant: [OH:1][C:2]1[C:19]([N+:20]([O-:22])=[O:21])=[CH:18][C:17]2[C@@H:16]3[C@H:7]([C@H:8]4[C@@:12]([CH2:14][CH2:15]3)([CH3:13])[C:11](=[O:23])[CH2:10][CH2:9]4)[CH2:6][CH2:5][C:4]=2[CH:3]=1.N1C=CN=C1.[CH3:29][C:30]([Si:33](Cl)([CH3:35])[CH3:34])([CH3:32])[CH3:31]. Product: [Si:33]([O:1][C:2]1[C:19]([N+:20]([O-:22])=[O:21])=[CH:18][C:17]2[C@@H:16]3[C@H:7]([C@H:8]4[C@@:12]([CH2:14][CH2:15]3)([CH3:13])[C:11](=[O:23])[CH2:10][CH2:9]4)[CH2:6][CH2:5][C:4]=2[CH:3]=1)([C:30]([CH3:32])([CH3:31])[CH3:29])([CH3:35])[CH3:34]. The catalyst class is: 3. (3) Reactant: Cl.[NH2:2][C@H:3]([C:6]1[CH:11]=[CH:10][CH:9]=[CH:8][N:7]=1)[CH2:4][OH:5].[CH3:12][C@@H:13]([CH2:17][CH:18]=[CH2:19])[C:14](O)=[O:15].CCOC(C)=O.CCCCCC. Product: [OH:5][CH2:4][C@H:3]([NH:2][C:14](=[O:15])[C@@H:13]([CH3:12])[CH2:17][CH:18]=[CH2:19])[C:6]1[CH:11]=[CH:10][CH:9]=[CH:8][N:7]=1. The catalyst class is: 2. (4) Reactant: O1CCCC1.C([O:8][C:9](=O)[C@H:10]([NH:22][C:23]([O:25][C:26]([CH3:29])([CH3:28])[CH3:27])=[O:24])[CH2:11][CH2:12][C:13]([C:15]1[CH:20]=[CH:19][C:18]([Cl:21])=[CH:17][CH:16]=1)=O)C.O. Product: [C:26]([O:25][C:23]([N:22]1[C@@H:10]([CH2:9][OH:8])[CH2:11][CH2:12][C@H:13]1[C:15]1[CH:20]=[CH:19][C:18]([Cl:21])=[CH:17][CH:16]=1)=[O:24])([CH3:29])([CH3:28])[CH3:27]. The catalyst class is: 13. (5) Reactant: C(OC([N:8]1[CH2:12][C@@H:11]([CH2:13][NH:14][C:15](=[O:22])[C:16]2[CH:21]=[CH:20][CH:19]=[CH:18][CH:17]=2)[CH2:10][C@H:9]1[C:23]([N:25]1[CH2:29][CH2:28][S:27][CH2:26]1)=[O:24])=O)(C)(C)C.[H-].[Na+].CI.Cl.O1CCOC[CH2:36]1. Product: [CH3:36][N:14]([CH2:13][C@H:11]1[CH2:10][C@@H:9]([C:23]([N:25]2[CH2:29][CH2:28][S:27][CH2:26]2)=[O:24])[NH:8][CH2:12]1)[C:15](=[O:22])[C:16]1[CH:17]=[CH:18][CH:19]=[CH:20][CH:21]=1. The catalyst class is: 174. (6) Reactant: Cl[C:2]1[N:12]=[C:11]([NH:13][C:14]2[CH:23]=[C:22]3[C:17]([CH2:18][CH2:19][N:20]([C:24]([O:26][C:27]([CH3:30])([CH3:29])[CH3:28])=[O:25])[CH2:21]3)=[CH:16][C:15]=2[O:31][CH3:32])[C:5]2[C:6](=[O:10])[NH:7][N:8]=[CH:9][C:4]=2[CH:3]=1.[Br-].[Cl:34][C:35]1[CH:42]=[CH:41][CH:40]=[C:39]([Cl:43])[C:36]=1[CH2:37][Zn+].O. Product: [Cl:34][C:35]1[CH:42]=[CH:41][CH:40]=[C:39]([Cl:43])[C:36]=1[CH2:37][C:2]1[N:12]=[C:11]([NH:13][C:14]2[CH:23]=[C:22]3[C:17]([CH2:18][CH2:19][N:20]([C:24]([O:26][C:27]([CH3:30])([CH3:29])[CH3:28])=[O:25])[CH2:21]3)=[CH:16][C:15]=2[O:31][CH3:32])[C:5]2[C:6](=[O:10])[NH:7][N:8]=[CH:9][C:4]=2[CH:3]=1. The catalyst class is: 602. (7) Reactant: [CH3:1][O:2][C:3]1[CH:18]=[CH:17][C:6]([CH2:7][NH:8][C:9]2[CH:14]=[CH:13][N:12]=[CH:11][C:10]=2[C:15]#[N:16])=[CH:5][CH:4]=1.Br[CH2:20][C:21]([O:23][CH3:24])=[O:22].[H-].[Na+]. Product: [CH3:24][O:23][C:21]([C:20]1[N:8]([CH2:7][C:6]2[CH:5]=[CH:4][C:3]([O:2][CH3:1])=[CH:18][CH:17]=2)[C:9]2[CH:14]=[CH:13][N:12]=[CH:11][C:10]=2[C:15]=1[NH2:16])=[O:22]. The catalyst class is: 3.